From a dataset of Reaction yield outcomes from USPTO patents with 853,638 reactions. Predict the reaction yield, written as a fraction of the theoretical maximum amount of product (1.0 means a 100% yield; for example, 0.34 means a 34% yield). (1) The reactants are [CH2:1]([N:3]1[C:15]2[C:14]([CH3:16])=[N:13][C:12]([C:17](O)=O)=[CH:11][C:10]=2[C:9]2[C:4]1=[CH:5][CH:6]=[CH:7][CH:8]=2)[CH3:2].S(Cl)(Cl)=O.[NH2:24][C:25]1[CH:26]=[C:27]([CH:31]=[CH:32][C:33]=1[NH:34][CH2:35][CH:36]1[CH2:38][CH2:37]1)[C:28]([OH:30])=[O:29]. The catalyst is C1(C)C=CC=CC=1. The product is [CH:36]1([CH2:35][N:34]2[C:33]3[CH:32]=[CH:31][C:27]([C:28]([OH:30])=[O:29])=[CH:26][C:25]=3[N:24]=[C:17]2[C:12]2[N:13]=[C:14]([CH3:16])[C:15]3[N:3]([CH2:1][CH3:2])[C:4]4[C:9]([C:10]=3[CH:11]=2)=[CH:8][CH:7]=[CH:6][CH:5]=4)[CH2:38][CH2:37]1. The yield is 0.0300. (2) The reactants are [F:1][C:2]1[C:7]([OH:8])=[CH:6][CH:5]=[C:4]([F:9])[C:3]=1[C:10]#[N:11].C([O-])([O-])=O.[K+].[K+].N[C@H](C(O)=O)CC1C=C2C(C=CC=C2)=CC=1.[Cl:34][C:35]1[CH:36]=[CH:37][C:38]2[S:42][C:41]([CH2:43]Cl)=[N:40][C:39]=2[CH:45]=1. The catalyst is CN(C=O)C.O. The product is [Cl:34][C:35]1[CH:36]=[CH:37][C:38]2[S:42][C:41]([CH2:43][O:8][C:7]3[C:2]([F:1])=[C:3]([C:10]#[N:11])[C:4]([F:9])=[CH:5][CH:6]=3)=[N:40][C:39]=2[CH:45]=1. The yield is 0.790. (3) The reactants are Br[CH2:2][CH2:3][CH2:4][N:5]1[C:13]([S:14][C:15]2[C:23]([I:24])=[CH:22][C:18]3[O:19][CH2:20][O:21][C:17]=3[CH:16]=2)=[N:12][C:11]2[C:6]1=[N:7][CH:8]=[N:9][C:10]=2[NH2:25].[NH2:26][CH2:27][CH2:28][CH2:29][O:30][CH2:31][CH2:32][O:33][CH2:34][CH2:35][O:36][CH2:37][CH2:38][O:39][CH2:40][CH2:41][O:42][CH2:43][CH2:44][CH2:45][NH2:46]. The catalyst is C(O)C.CS(C)=O. The product is [NH2:25][C:10]1[N:9]=[CH:8][N:7]=[C:6]2[C:11]=1[N:12]=[C:13]([S:14][C:15]1[C:23]([I:24])=[CH:22][C:18]3[O:19][CH2:20][O:21][C:17]=3[CH:16]=1)[N:5]2[CH2:4][CH2:3][CH2:2][NH:46][CH2:45][CH2:44][CH2:43][O:42][CH2:41][CH2:40][O:39][CH2:38][CH2:37][O:36][CH2:35][CH2:34][O:33][CH2:32][CH2:31][O:30][CH2:29][CH2:28][CH2:27][NH2:26]. The yield is 0.700. (4) The reactants are C1C=NC=C(C(O)=O)C=1.Br[C:11]1[O:15][C:14]([C:16]([NH:18][C@@H:19]([CH2:24][N+:25]([CH3:28])([CH3:27])[CH3:26])[CH2:20][C:21]([O-:23])=[O:22])=[O:17])=[CH:13][CH:12]=1.[C:29]([C:31]1[CH:36]=[CH:35][CH:34]=[C:33]([O:37][CH2:38][CH2:39][CH2:40][CH2:41][CH2:42][CH3:43])[CH:32]=1)#[CH:30]. No catalyst specified. The product is [CH2:38]([O:37][C:33]1[CH:32]=[C:31]([C:29]#[C:30][C:11]2[O:15][C:14]([C:16]([NH:18][C@@H:19]([CH2:24][N+:25]([CH3:28])([CH3:27])[CH3:26])[CH2:20][C:21]([O-:23])=[O:22])=[O:17])=[CH:13][CH:12]=2)[CH:36]=[CH:35][CH:34]=1)[CH2:39][CH2:40][CH2:41][CH2:42][CH3:43]. The yield is 0.200. (5) The reactants are C([Si](C)(C)[O:6][C:7]1[C:8]([F:23])=[C:9]([CH:12]=[C:13](O[Si](C(C)(C)C)(C)C)[CH:14]=1)[CH:10]=[O:11])(C)(C)C.[F-].[K+].[CH3:28]I.CN([CH:33]=[O:34])C. The catalyst is O. The product is [F:23][C:8]1[C:7]([O:6][CH3:28])=[CH:14][C:13]([O:34][CH3:33])=[CH:12][C:9]=1[CH:10]=[O:11]. The yield is 0.600. (6) The reactants are [H-].[Na+].[OH:3][CH2:4][C:5]([CH3:14])([CH3:13])[C:6]([O:8][C:9]([CH3:12])([CH3:11])[CH3:10])=[O:7].CS(O[CH2:20][CH2:21][O:22][CH2:23][CH2:24][O:25][CH2:26][CH2:27][O:28][CH2:29][CH2:30][O:31][CH2:32][CH2:33][O:34][CH2:35][CH2:36][O:37][CH2:38][CH2:39][O:40][CH3:41])(=O)=O. The catalyst is CN(C=O)C. The product is [CH3:13][C:5]([CH3:14])([C:6]([O:8][C:9]([CH3:12])([CH3:11])[CH3:10])=[O:7])[CH2:4][O:3][CH2:20][CH2:21][O:22][CH2:23][CH2:24][O:25][CH2:26][CH2:27][O:28][CH2:29][CH2:30][O:31][CH2:32][CH2:33][O:34][CH2:35][CH2:36][O:37][CH2:38][CH2:39][O:40][CH3:41]. The yield is 0.480.